Dataset: Reaction yield outcomes from USPTO patents with 853,638 reactions. Task: Predict the reaction yield, written as a fraction of the theoretical maximum amount of product (1.0 means a 100% yield; for example, 0.34 means a 34% yield). The reactants are [F:1][C:2]1[CH:7]=[CH:6][C:5]([CH2:8][C:9](=O)[CH3:10])=[C:4]([N+:12]([O-])=O)[CH:3]=1.C(OCCO)C.[H][H]. The catalyst is [Pd]. The product is [F:1][C:2]1[CH:3]=[C:4]2[C:5]([CH:8]=[C:9]([CH3:10])[NH:12]2)=[CH:6][CH:7]=1. The yield is 0.170.